This data is from Full USPTO retrosynthesis dataset with 1.9M reactions from patents (1976-2016). The task is: Predict the reactants needed to synthesize the given product. (1) Given the product [C:11]1([CH:10]2[C:17]3[C:22](=[CH:21][CH:20]=[CH:19][CH:18]=3)[CH:7]([C:5]3[N:4]=[CH:3][NH:2][CH:6]=3)[CH2:8][CH2:9]2)[CH:16]=[CH:15][CH:14]=[CH:13][CH:12]=1, predict the reactants needed to synthesize it. The reactants are: Cl.[NH:2]1[CH:6]=[C:5]([CH:7](O)[CH2:8][CH2:9][CH:10]([C:17]2[CH:22]=[CH:21][CH:20]=[CH:19][CH:18]=2)[C:11]2[CH:16]=[CH:15][CH:14]=[CH:13][CH:12]=2)[N:4]=[CH:3]1.CS(O)(=O)=O.[OH-].[Na+]. (2) Given the product [C:37]([O:36][C:34]([N:1]1[CH:2]([CH2:10][OH:12])[CH2:3][CH2:4][CH2:5][CH:6]1[C:7]([O:9][CH3:13])=[O:8])=[O:35])([CH3:40])([CH3:39])[CH3:38], predict the reactants needed to synthesize it. The reactants are: [NH:1]1[CH:6]([C:7]([OH:9])=[O:8])[CH2:5][CH2:4][CH2:3][CH:2]1[C:10]([OH:12])=O.[CH2:13]([SiH](CC)CC)C.FC(F)(F)C(O)=O.C(N(CC)CC)C.[C:34](O[C:34]([O:36][C:37]([CH3:40])([CH3:39])[CH3:38])=[O:35])([O:36][C:37]([CH3:40])([CH3:39])[CH3:38])=[O:35].Cl. (3) Given the product [OH:6][C@H:5]([CH2:4][OH:3])[CH2:7][CH2:8][NH:9][C:10]([CH:12]1[CH:16]([C:17]2[CH:22]=[CH:21][CH:20]=[C:19]([Cl:23])[C:18]=2[F:24])[C:15]([C:27]2[CH:32]=[CH:31][C:30]([Cl:33])=[CH:29][C:28]=2[F:34])([C:25]#[N:26])[CH:14]([CH2:35][C:36]2([CH2:42][OH:43])[CH2:37][CH2:38][CH2:39][CH2:40][CH2:41]2)[NH:13]1)=[O:11], predict the reactants needed to synthesize it. The reactants are: CC1(C)[O:6][C@@H:5]([CH2:7][CH2:8][NH:9][C:10]([CH:12]2[CH:16]([C:17]3[CH:22]=[CH:21][CH:20]=[C:19]([Cl:23])[C:18]=3[F:24])[C:15]([C:27]3[CH:32]=[CH:31][C:30]([Cl:33])=[CH:29][C:28]=3[F:34])([C:25]#[N:26])[CH:14]([CH2:35][C:36]3([CH2:42][OH:43])[CH2:41][CH2:40][CH2:39][CH2:38][CH2:37]3)[NH:13]2)=[O:11])[CH2:4][O:3]1.Cl.